Dataset: Forward reaction prediction with 1.9M reactions from USPTO patents (1976-2016). Task: Predict the product of the given reaction. (1) Given the reactants CN1CCCC1=O.Cl[C:9]1[N:10]([CH2:31][C:32]([F:35])([F:34])[F:33])[C:11]2[C:16]([N:17]=1)=[C:15]([N:18]1[CH2:23][CH2:22][O:21][CH2:20][CH2:19]1)[N:14]=[C:13]([C:24]1[CH:25]=[N:26][C:27]([NH2:30])=[N:28][CH:29]=1)[N:12]=2.[CH3:36][C@@H:37]1[CH2:42][NH:41][CH2:40][CH2:39][NH:38]1, predict the reaction product. The product is: [CH3:36][C@H:37]1[NH:38][CH2:39][CH2:40][N:41]([C:9]2[N:10]([CH2:31][C:32]([F:35])([F:34])[F:33])[C:11]3[C:16]([N:17]=2)=[C:15]([N:18]2[CH2:23][CH2:22][O:21][CH2:20][CH2:19]2)[N:14]=[C:13]([C:24]2[CH:29]=[N:28][C:27]([NH2:30])=[N:26][CH:25]=2)[N:12]=3)[CH2:42]1. (2) Given the reactants [NH2:1][C:2]1[CH:3]=[CH:4][C:5]([CH3:19])=[C:6]([C:8]2[C:9]3[CH:16]=[C:15]([CH2:17][OH:18])[CH:14]=[CH:13][C:10]=3[S:11][CH:12]=2)[CH:7]=1.O[C:21]1[CH:26]=[CH:25][C:24]([C@@H:27]([C:34]#[C:35][CH3:36])[CH2:28][C:29]([O:31][CH2:32][CH3:33])=[O:30])=[CH:23][CH:22]=1.P(CCCC)(CCCC)CCCC.C1CCN(C(N=NC(N2CCCCC2)=O)=O)CC1, predict the reaction product. The product is: [NH2:1][C:2]1[CH:3]=[CH:4][C:5]([CH3:19])=[C:6]([C:8]2[C:9]3[CH:16]=[C:15]([CH2:17][O:18][C:21]4[CH:26]=[CH:25][C:24]([C@@H:27]([C:34]#[C:35][CH3:36])[CH2:28][C:29]([O:31][CH2:32][CH3:33])=[O:30])=[CH:23][CH:22]=4)[CH:14]=[CH:13][C:10]=3[S:11][CH:12]=2)[CH:7]=1. (3) Given the reactants C(=O)([O-])[O-].[Cs+].[Cs+].C(N(CC)CC)C.[CH3:14][O:15][C:16]([C:18]1[C:27]2[CH2:26][CH2:25][CH2:24][CH2:23][C:22]=2[CH:21]=[CH:20][C:19]=1OS(C(F)(F)F)(=O)=O)=[O:17].[C:36](=[NH:49])([C:43]1[CH:48]=[CH:47][CH:46]=[CH:45][CH:44]=1)[C:37]1[CH:42]=[CH:41][CH:40]=[CH:39][CH:38]=1, predict the reaction product. The product is: [CH3:14][O:15][C:16]([C:18]1[C:27]2[CH2:26][CH2:25][CH2:24][CH2:23][C:22]=2[CH:21]=[CH:20][C:19]=1[N:49]=[C:36]([C:37]1[CH:42]=[CH:41][CH:40]=[CH:39][CH:38]=1)[C:43]1[CH:48]=[CH:47][CH:46]=[CH:45][CH:44]=1)=[O:17]. (4) Given the reactants [C:1]([Si:5]([CH3:8])([CH3:7])Cl)([CH3:4])([CH3:3])[CH3:2].N1C=CN=C1.[N+:14]([C:17]1[CH:22]=[CH:21][C:20]([NH:23][CH2:24][CH2:25][OH:26])=[CH:19][CH:18]=1)([O-:16])=[O:15], predict the reaction product. The product is: [Si:5]([O:26][CH2:25][CH2:24][NH:23][C:20]1[CH:19]=[CH:18][C:17]([N+:14]([O-:16])=[O:15])=[CH:22][CH:21]=1)([C:1]([CH3:4])([CH3:3])[CH3:2])([CH3:8])[CH3:7]. (5) The product is: [C:14]([C:4]1[CH:3]=[C:2]([NH:1][C:27]([NH:26][C:21]2[CH:22]=[CH:23][C:24]([Cl:25])=[C:19]([Cl:18])[CH:20]=2)=[O:28])[NH:6][N:5]=1)([CH3:15])([CH3:16])[CH3:17]. Given the reactants [NH2:1][C:2]1[CH:3]=[C:4]([C:14]([CH3:17])([CH3:16])[CH3:15])[N:5](C(OC(C)(C)C)=O)[N:6]=1.[Cl:18][C:19]1[CH:20]=[C:21]([N:26]=[C:27]=[O:28])[CH:22]=[CH:23][C:24]=1[Cl:25], predict the reaction product.